From a dataset of Catalyst prediction with 721,799 reactions and 888 catalyst types from USPTO. Predict which catalyst facilitates the given reaction. (1) Reactant: [C:1]([O:5][C:6]([NH:8][C:9](=[CH:14][C:15]1[CH:20]=[CH:19][CH:18]=[C:17]([OH:21])[CH:16]=1)[C:10]([O:12][CH3:13])=[O:11])=[O:7])([CH3:4])([CH3:3])[CH3:2]. Product: [C:1]([O:5][C:6]([NH:8][CH:9]([CH2:14][C:15]1[CH:20]=[CH:19][CH:18]=[C:17]([OH:21])[CH:16]=1)[C:10]([O:12][CH3:13])=[O:11])=[O:7])([CH3:4])([CH3:2])[CH3:3]. The catalyst class is: 5. (2) Reactant: [NH2:1][C:2]1[CH:6]=[C:5]([C:7]2[CH:12]=[CH:11][N:10]=[CH:9][CH:8]=2)[S:4][C:3]=1[C:13]([NH2:15])=[O:14].[CH3:16][C:17](=O)[CH2:18][CH2:19][CH3:20].O.C1(C)C=CC(S(O)(=O)=O)=CC=1.C(=O)([O-])O.[Na+]. Product: [CH3:16][C:17]1([CH2:18][CH2:19][CH3:20])[NH:1][C:2]2[CH:6]=[C:5]([C:7]3[CH:8]=[CH:9][N:10]=[CH:11][CH:12]=3)[S:4][C:3]=2[C:13](=[O:14])[NH:15]1. The catalyst class is: 15. (3) The catalyst class is: 71. Product: [ClH:1].[NH2:8][CH2:7][C:6]1[CH:16]=[C:2]([Cl:1])[CH:3]=[CH:4][C:5]=1[N:17]([CH3:22])[S:18]([CH3:21])(=[O:20])=[O:19]. Reactant: [Cl:1][C:2]1[CH:3]=[CH:4][C:5]([N:17]([CH3:22])[S:18]([CH3:21])(=[O:20])=[O:19])=[C:6]([CH:16]=1)[CH2:7][NH:8]C(=O)OC(C)(C)C.Cl. (4) Reactant: [F:1][C:2]1[CH:3]=[C:4]([CH:8]=[C:9]([F:11])[CH:10]=1)[CH2:5][CH2:6][NH2:7].[F:12][CH:13]([F:24])[O:14][C:15]1[CH:16]=[C:17]([N:21]=[C:22]=[O:23])[CH:18]=[CH:19][CH:20]=1.NN. Product: [F:12][CH:13]([F:24])[O:14][C:15]1[CH:16]=[C:17]([NH:21][C:22]([NH:7][CH2:6][CH2:5][C:4]2[CH:3]=[C:2]([F:1])[CH:10]=[C:9]([F:11])[CH:8]=2)=[O:23])[CH:18]=[CH:19][CH:20]=1. The catalyst class is: 635.